Dataset: Merck oncology drug combination screen with 23,052 pairs across 39 cell lines. Task: Regression. Given two drug SMILES strings and cell line genomic features, predict the synergy score measuring deviation from expected non-interaction effect. (1) Drug 1: O=C(CCCCCCC(=O)Nc1ccccc1)NO. Drug 2: CS(=O)(=O)CCNCc1ccc(-c2ccc3ncnc(Nc4ccc(OCc5cccc(F)c5)c(Cl)c4)c3c2)o1. Cell line: MDAMB436. Synergy scores: synergy=4.84. (2) Drug 2: C#Cc1cccc(Nc2ncnc3cc(OCCOC)c(OCCOC)cc23)c1. Drug 1: COc1cccc2c1C(=O)c1c(O)c3c(c(O)c1C2=O)CC(O)(C(=O)CO)CC3OC1CC(N)C(O)C(C)O1. Synergy scores: synergy=-12.5. Cell line: PA1.